From a dataset of Reaction yield outcomes from USPTO patents with 853,638 reactions. Predict the reaction yield, written as a fraction of the theoretical maximum amount of product (1.0 means a 100% yield; for example, 0.34 means a 34% yield). (1) The reactants are [CH3:1][C:2]1[CH:7]=[CH:6][CH:5]=[CH:4][C:3]=1[C:8]1[C:18]2[O:17][CH2:16][CH2:15][N:14](C(OC(C)(C)C)=O)[CH2:13][C:12]=2[CH:11]=[CH:10][CH:9]=1.C(OCC)(=O)C.[ClH:32]. The catalyst is C(OCC)(=O)C. The product is [ClH:32].[CH3:1][C:2]1[CH:7]=[CH:6][CH:5]=[CH:4][C:3]=1[C:8]1[C:18]2[O:17][CH2:16][CH2:15][NH:14][CH2:13][C:12]=2[CH:11]=[CH:10][CH:9]=1. The yield is 0.822. (2) The reactants are [CH2:1]([OH:21])[CH2:2][CH2:3][CH2:4]/[CH:5]=[CH:6]\[CH2:7]/[CH:8]=[CH:9]\[CH2:10]/[CH:11]=[CH:12]\[CH2:13]/[CH:14]=[CH:15]\[CH2:16]/[CH:17]=[CH:18]\[CH2:19][CH3:20].[OH-:22].[Na+].[OH2:24].[C:25]1([CH3:31])[CH:30]=CC=C[CH:26]=1. The catalyst is [Cl-].C([N+](CCCC)(CCCC)CCCC)CCC. The product is [CH2:1]([O:21][C:25]([CH3:26])([CH3:31])[C:30]([O:24][C:25]([CH3:31])([CH3:30])[CH3:26])=[O:22])[CH2:2][CH2:3][CH2:4]/[CH:5]=[CH:6]\[CH2:7]/[CH:8]=[CH:9]\[CH2:10]/[CH:11]=[CH:12]\[CH2:13]/[CH:14]=[CH:15]\[CH2:16]/[CH:17]=[CH:18]\[CH2:19][CH3:20]. The yield is 0.440.